This data is from Drug-target binding data from BindingDB using Ki measurements. The task is: Regression. Given a target protein amino acid sequence and a drug SMILES string, predict the binding affinity score between them. We predict pKi (pKi = -log10(Ki in M); higher means stronger inhibition). Dataset: bindingdb_ki. (1) The compound is COc1ccccc1N1CCN(CCCCn2ncc(=O)n(C)c2=O)CC1. The target protein sequence is MEAVAAQCPQPPSASSQTGLSQANLSAGPSHNCSAAEEYIYQDFIALPWKVVVVLLLALFTLATTLSNAFVIATVYRTRKLHTPANYLIASLAVTDLLVSILVMPISTMYTVTGRWTLGQVVCDLWLSSDITCCTASILHLCVIALDRYWAITDAVEYSAKRTPKRAAVMIALVWVFSICISLPPFFWRQAKAEAMSNCVVNTDHVLYTVYSTVGAFYFPTLLLIALYGRIYVEARSRILKQTPNRTGKRLTRAQLITDSPGSTSSVTSINSRAPEVPSESGSPVYVNQVKVRVSDALLEKKKLMAARERKATKTLGIILGAFIVCWLPFFIISLAIPICTSCWFHQAIFDFFTWLGYLNSLINPIIYTMSNEDFKQAFHKLIGFKCTN. The pKi is 6.2. (2) The compound is COc1ccc(OC(c2ccccc2)(c2ccccc2)C(Oc2nc(C)cc(C)n2)C(=O)O)cc1OC. The target protein (P24530) has sequence MQPPPSLCGRALVALVLACGLSRIWGEERGFPPDRATPLLQTAEIMTPPTKTLWPKGSNASLARSLAPAEVPKGDRTAGSPPRTISPPPCQGPIEIKETFKYINTVVSCLVFVLGIIGNSTLLRIIYKNKCMRNGPNILIASLALGDLLHIVIDIPINVYKLLAEDWPFGAEMCKLVPFIQKASVGITVLSLCALSIDRYRAVASWSRIKGIGVPKWTAVEIVLIWVVSVVLAVPEAIGFDIITMDYKGSYLRICLLHPVQKTAFMQFYKTAKDWWLFSFYFCLPLAITAFFYTLMTCEMLRKKSGMQIALNDHLKQRREVAKTVFCLVLVFALCWLPLHLSRILKLTLYNQNDPNRCELLSFLLVLDYIGINMASLNSCINPIALYLVSKRFKNCFKSCLCCWCQSFEEKQSLEEKQSCLKFKANDHGYDNFRSSNKYSSS. The pKi is 7.2. (3) The small molecule is NCCCCCCNc1nc2c(N)ncnc2n1C1O[C@H](COP(=O)(O)OP(=O)(O)OP(=O)(O)O)[C@@H](O)[C@H]1O. The target protein (P54819) has sequence MAPSVPAAEPEYPKGIRAVLLGPPGAGKGTQAPRLAENFCVCHLATGDMLRAMVASGSELGKKLKATMDAGKLVSDEMVVELIEKNLETPLCKNGFLLDGFPRTVRQAEMLDDLMEKRKEKLDSVIEFSIPDSLLIRRITGRLIHPKSGRSYHEEFNPPKEPMKDDITGEPLIRRSDDNEKALKIRLQAYHTQTTPLIEYYRKRGIHSAIDASQTPDVVFASILAAFSKATCKDLVMFI. The pKi is 2.1. (4) The small molecule is NS(=O)(=O)c1ccc(CCO)cc1. The target protein (P53615) has sequence MSATESSSIFTLSHNSNLQDILAANAKWASQMNNIQPTLFPDHNAKGQSPHTLFIGCSDSRYNENCLGVLPGEVFTWKNVANICHSEDLTLKATLEFAIICLKVNKVIICGHTDCGGIKTCLTNQREALPKVNCSHLYKYLDDIDTMYHEESQNLIHLKTQREKSHYLSHCNVKRQFNRIIENPTVQTAVQNGELQVYGLLYNVEDGLLQTVSTYTKVTPK. The pKi is 5.1. (5) The compound is N[C@@H](Cn1cc(F)c(=O)[nH]c1=O)C(=O)O. The target protein sequence is MPNTTLTYDIQRINLFDSFEASRRACDQLALGVAALFGPSHSSSVSAVQSICNALEVPHIQTRWKHPSVDNKDLFYINLYPDYAAISRAVLDLVLYYNWKTVTVVYEDSTGLIRLQELIKAPSRYNIKIKIRQLPSGNKDAKPLLKEMKKGKEFYVIFDCSHETAAEILKQILFMGMMTEYYHYFFTTLDLFALDLELYRYSGVNMTGFRLLNIDNPHVSSIIEKWSMERLQAPPRPETGLLDGMMTTEAALMYDAVYMVAIASHRASQLTVSSLQCHRHKPWRLGPRFMNLIKEAQWDGLTGRITFNKTDGLRKNFDLDIISLKEEGTEKAAGEVSKHLYKVWKKIGIWNSNSGLNMTEGNKDRSNNITDSLANRTLIVTTILEEPYVMYKKSDKPLYGNDRFEGYCLDLLKELSNILGFIYDVKLVPDGKYGAQNDKGEWNGMVKELIDHKADLAVAPLTITYVREKVIDFSKPFMTLGISILYRKPNGTNPGVFSFL.... The pKi is 5.0. (6) The pKi is 9.9. The compound is Cc1ccccc1CNC(=O)[C@H]1N(C(=O)[C@@H](O)[C@H](Cc2ccccc2)NC(=O)c2cccc(O)c2C)CSC1(C)C. The target protein sequence is PQITLWQRPLVTIKIGGQLKEALLDTGADDTVLEEISLPGRWKPKMIGGIGGFIKVRQYDQILIEICGHKVIGTVLVGPTPVNIIGRNLLTQIGCTLNF. (7) The small molecule is Cc1sc(C)c2c1CCCC2c1cnc[nH]1. The target protein (P22909) has sequence MGSLQPDAGNSSWNGTEAPGGGTRATPYSLQVTLTLVCLAGLLMLFTVFGNVLVIIAVFTSRALKAPQNLFLVSLASADILVATLVIPFSLANEVMGYWYFGKVWCEIYLALDVLFCTSSIVHLCAISLDRYWSITQAIEYNLKRTPRRIKAIIVTVWVISAVISFPPLISIEKKGAGGGQQPAEPSCKINDQKWYVISSSIGSFFAPCLIMILVYVRIYQIAKRRTRVPPSRRGPDACSAPPGGADRRPNGLGPERGAGTAGAEAEPLPTQLNGAPGEPAPTRPRDGDALDLEESSSSEHAERPQGPGKPERGPRAKGKTKASQVKPGDSLPRRGPGAAGPGASGSGQGEERAGGAKASRWRGRQNREKRFTFVLAVVIGVFVVCWFPFFFTYTLIAVGCPVPYQLFNFFFWFGYCNSSLNPVIYTIFNHDFRRAFKKILCRGDRKRIV. The pKi is 7.2. (8) The compound is CC(=O)N[C@@H](CCCNC(=N)N)C(=O)N[C@H]1CC(=O)NCCCC[C@@H](C(N)=O)NC(=O)[C@H](Cc2c[nH]c3ccccc23)NC(=O)[C@H](CCCNC(=N)N)NC(=O)[C@@H](Cc2ccccc2)NC(=O)[C@H](Cc2ccc(O)cc2)NC1=O. The target protein (P32245) has sequence MVNSTHRGMHTSLHLWNRSSYRLHSNASESLGKGYSDGGCYEQLFVSPEVFVTLGVISLLENILVIVAIAKNKNLHSPMYFFICSLAVADMLVSVSNGSETIVITLLNSTDTDAQSFTVNIDNVIDSVICSSLLASICSLLSIAVDRYFTIFYALQYHNIMTVKRVGIIISCIWAACTVSGILFIIYSDSSAVIICLITMFFTMLALMASLYVHMFLMARLHIKRIAVLPGTGAIRQGANMKGAITLTILIGVFVVCWAPFFLHLIFYISCPQNPYCVCFMSHFNLYLILIMCNSIIDPLIYALRSQELRKTFKEIICCYPLGGLCDLSSRY. The pKi is 7.4.